This data is from Catalyst prediction with 721,799 reactions and 888 catalyst types from USPTO. The task is: Predict which catalyst facilitates the given reaction. (1) Reactant: CC1C=CC(C(C)C)=CC=1.[CH3:11][C:12]1[CH:17]=[C:16]([P:18]([C:56]2[CH:61]=[C:60]([CH3:62])[CH:59]=[C:58]([CH3:63])[CH:57]=2)[C:19]2[CH:28]=[CH:27][C:26]3[C:21](=[CH:22][CH:23]=[CH:24][CH:25]=3)[C:20]=2[C:29]2[C:38]3[C:33](=[CH:34][CH:35]=[CH:36][CH:37]=3)[CH:32]=[CH:31][C:30]=2[P:39]([C:48]2[CH:53]=[C:52]([CH3:54])[CH:51]=[C:50]([CH3:55])[CH:49]=2)[C:40]2[CH:45]=[C:44]([CH3:46])[CH:43]=[C:42]([CH3:47])[CH:41]=2)[CH:15]=[C:14]([CH3:64])[CH:13]=1.[Cl:65][Ru:66]Cl.C(NCC)C.[CH3:73][CH:74]([C@H:76]([NH2:95])[C:77]([NH2:94])([C:86]1[CH:91]=[CH:90][C:89]([O:92][CH3:93])=[CH:88][CH:87]=1)[C:78]1[CH:83]=[CH:82][C:81]([O:84][CH3:85])=[CH:80][CH:79]=1)[CH3:75]. Product: [CH3:63][C:58]1[CH:57]=[C:56]([P:18]([C:16]2[CH:15]=[C:14]([CH3:64])[CH:13]=[C:12]([CH3:11])[CH:17]=2)[C:19]2[CH:28]=[CH:27][C:26]3[C:21](=[CH:22][CH:23]=[CH:24][CH:25]=3)[C:20]=2[C:29]2[C:38]3[C:33](=[CH:34][CH:35]=[CH:36][CH:37]=3)[CH:32]=[CH:31][C:30]=2[P:39]([C:48]2[CH:49]=[C:50]([CH3:55])[CH:51]=[C:52]([CH3:54])[CH:53]=2)[C:40]2[CH:45]=[C:44]([CH3:46])[CH:43]=[C:42]([CH3:47])[CH:41]=2)[CH:61]=[C:60]([CH3:62])[CH:59]=1.[CH3:75][CH:74]([C@H:76]([NH2:95])[C:77]([NH2:94])([C:78]1[CH:79]=[CH:80][C:81]([O:84][CH3:85])=[CH:82][CH:83]=1)[C:86]1[CH:87]=[CH:88][C:89]([O:92][CH3:93])=[CH:90][CH:91]=1)[CH3:73].[Cl-:65].[Ru+:66]. The catalyst class is: 5. (2) Product: [N:25]([CH:5]([CH3:24])/[CH:6]=[CH:7]/[C:8]1[S:12][C:11]([O:13][C:14]2[CH:19]=[CH:18][C:17]([O:20][CH:21]([CH3:23])[CH3:22])=[CH:16][CH:15]=2)=[N:10][CH:9]=1)=[N+:26]=[N-:27]. The catalyst class is: 602. Reactant: C(O[CH:5]([CH3:24])/[CH:6]=[CH:7]/[C:8]1[S:12][C:11]([O:13][C:14]2[CH:19]=[CH:18][C:17]([O:20][CH:21]([CH3:23])[CH3:22])=[CH:16][CH:15]=2)=[N:10][CH:9]=1)(=O)C.[N-:25]=[N+:26]=[N-:27].[Na+].CCOCC.CCCCCC. (3) Reactant: [Br:1][C:2]1[CH:3]=[CH:4][C:5]2[C:6](=[O:18])[C:7](=[O:17])[C:8]3[C:13]([C:14]=2[CH:15]=1)=[CH:12][C:11]([OH:16])=[CH:10][CH:9]=3.C(=O)([O-])[O-].[K+].[K+].[I-].[K+].Br[CH2:28][CH:29]1[CH2:31][CH2:30]1. Product: [Br:1][C:2]1[CH:3]=[CH:4][C:5]2[C:6](=[O:18])[C:7](=[O:17])[C:8]3[C:13]([C:14]=2[CH:15]=1)=[CH:12][C:11]([O:16][CH2:28][CH:29]1[CH2:31][CH2:30]1)=[CH:10][CH:9]=3. The catalyst class is: 21. (4) Reactant: [CH3:1][C:2]1[CH:3]=[CH:4][C:5]([F:8])=[N:6][CH:7]=1.[Br:9]N1C(=O)CCC1=O.C(OOC(=O)C1C=CC=CC=1)(=O)C1C=CC=CC=1.CCCCCC. Product: [Br:9][CH2:1][C:2]1[CH:3]=[CH:4][C:5]([F:8])=[N:6][CH:7]=1. The catalyst class is: 53. (5) The catalyst class is: 11. Product: [F:25][C:21]1[CH:20]=[C:19]2[C:18](=[C:23]([I:24])[CH:22]=1)[C:17](=[O:16])[N:12]([CH:10]([C:7]1[CH:6]=[CH:5][C:4]([O:3][C:2]([F:13])([F:14])[F:1])=[CH:9][CH:8]=1)[CH3:11])[CH2:26]2. Reactant: [F:1][C:2]([F:14])([F:13])[O:3][C:4]1[CH:9]=[CH:8][C:7]([CH:10]([NH2:12])[CH3:11])=[CH:6][CH:5]=1.C[O:16][C:17](=O)[C:18]1[C:23]([I:24])=[CH:22][C:21]([F:25])=[CH:20][C:19]=1[CH2:26]Br.C([O-])([O-])=O.[K+].[K+]. (6) Reactant: [C:1](Cl)(=[O:3])[CH3:2].C(O)=O.[CH3:8][N:9]1[C:18]2[C:13](=[CH:14][CH:15]=[CH:16][CH:17]=2)[C:12](=[O:19])[N:11]([CH2:20][CH2:21][NH:22][CH2:23][C@H:24]2[O:28][C:27](=[O:29])[N:26]([C:30]3[CH:31]=[CH:32][C:33]4[S:34][CH2:35][C:36](=[O:40])[NH:37][C:38]=4[N:39]=3)[CH2:25]2)[C:10]1=[O:41]. Product: [CH3:8][N:9]1[C:18]2[C:13](=[CH:14][CH:15]=[CH:16][CH:17]=2)[C:12](=[O:19])[N:11]([CH2:20][CH2:21][N:22]([CH2:23][C@H:24]2[O:28][C:27](=[O:29])[N:26]([C:30]3[CH:31]=[CH:32][C:33]4[S:34][CH2:35][C:36](=[O:40])[NH:37][C:38]=4[N:39]=3)[CH2:25]2)[C:1](=[O:3])[CH3:2])[C:10]1=[O:41]. The catalyst class is: 215. (7) Reactant: C(OC([N:8]1[CH2:13][CH2:12][N:11]([CH2:14][CH2:15][CH2:16][NH:17][C:18]2[N:27]=[C:26]([C:28]3[CH:33]=[CH:32][C:31]([Cl:34])=[CH:30][CH:29]=3)[C:25]3[C:20](=[CH:21][CH:22]=[CH:23][CH:24]=3)[N:19]=2)[CH2:10][CH2:9]1)=O)(C)(C)C. Product: [Cl:34][C:31]1[CH:32]=[CH:33][C:28]([C:26]2[C:25]3[C:20](=[CH:21][CH:22]=[CH:23][CH:24]=3)[N:19]=[C:18]([NH:17][CH2:16][CH2:15][CH2:14][N:11]3[CH2:12][CH2:13][NH:8][CH2:9][CH2:10]3)[N:27]=2)=[CH:29][CH:30]=1. The catalyst class is: 2. (8) Reactant: [C:1]([C:4]1[CH:12]=[C:8]([C:9]([OH:11])=[O:10])[C:7]([OH:13])=[CH:6][CH:5]=1)(=[O:3])[CH3:2].Cl.CN(C)[CH2:17][CH2:18]CN=C=N.O.ON1C2C=CC=CC=2N=N1.C(O)C. Product: [C:1]([C:4]1[CH:12]=[C:8]([C:9]([O:11][CH2:17][CH3:18])=[O:10])[C:7]([OH:13])=[CH:6][CH:5]=1)(=[O:3])[CH3:2]. The catalyst class is: 35. (9) Reactant: [C:1](=O)([O-])[O-].[K+].[K+].IC.[CH:9]([N:22]1[CH2:25][CH:24]([C:26]([OH:28])=[O:27])[CH2:23]1)([C:16]1[CH:21]=[CH:20][CH:19]=[CH:18][CH:17]=1)[C:10]1[CH:15]=[CH:14][CH:13]=[CH:12][CH:11]=1. Product: [CH:9]([N:22]1[CH2:23][CH:24]([C:26]([O:28][CH3:1])=[O:27])[CH2:25]1)([C:16]1[CH:21]=[CH:20][CH:19]=[CH:18][CH:17]=1)[C:10]1[CH:11]=[CH:12][CH:13]=[CH:14][CH:15]=1. The catalyst class is: 9. (10) Reactant: [CH2:1]([N:5]1[CH2:9][CH2:8][CH2:7][C@H:6]1[CH3:10])[CH2:2][C:3]#[CH:4].[Br:11][C:12]1[CH:17]=[CH:16][C:15]([NH2:18])=[C:14](I)[CH:13]=1.C(NC(C)C)(C)C. Product: [Br:11][C:12]1[CH:17]=[CH:16][C:15]([NH2:18])=[C:14]([C:4]#[C:3][CH2:2][CH2:1][N:5]2[CH2:9][CH2:8][CH2:7][C@H:6]2[CH3:10])[CH:13]=1. The catalyst class is: 724.